This data is from Forward reaction prediction with 1.9M reactions from USPTO patents (1976-2016). The task is: Predict the product of the given reaction. (1) Given the reactants [CH2:1]([O:8][C:9]1[CH:17]=[C:16]([O:18][CH2:19][C:20]2[CH:25]=[CH:24][CH:23]=[CH:22][CH:21]=2)[CH:15]=[C:14]([O:26][CH2:27][C:28]2[CH:33]=[CH:32][CH:31]=[CH:30][CH:29]=2)[C:10]=1[C:11](O)=[O:12])[C:2]1[CH:7]=[CH:6][CH:5]=[CH:4][CH:3]=1.[OH:34][C:35]1[CH:36]=[C:37]([CH2:41][C:42]([NH:44][NH2:45])=[O:43])[CH:38]=[CH:39][CH:40]=1, predict the reaction product. The product is: [OH:34][C:35]1[CH:36]=[C:37]([CH2:41][C:42]([NH:44][NH:45][C:11](=[O:12])[C:10]2[C:14]([O:26][CH2:27][C:28]3[CH:29]=[CH:30][CH:31]=[CH:32][CH:33]=3)=[CH:15][C:16]([O:18][CH2:19][C:20]3[CH:21]=[CH:22][CH:23]=[CH:24][CH:25]=3)=[CH:17][C:9]=2[O:8][CH2:1][C:2]2[CH:7]=[CH:6][CH:5]=[CH:4][CH:3]=2)=[O:43])[CH:38]=[CH:39][CH:40]=1. (2) Given the reactants [CH3:1][C:2]1[CH:7]=[CH:6][CH:5]=[C:4]([CH3:8])[C:3]=1[C:9]1[CH:14]=[CH:13][CH:12]=[C:11]([CH:15]2[CH2:24][C:23]([F:26])([F:25])[C:22]3[C:17](=[CH:18][CH:19]=[C:20]([CH2:27][CH2:28][C:29]([O:31]CC)=[O:30])[CH:21]=3)[O:16]2)[CH:10]=1.CO.[OH-].[Na+], predict the reaction product. The product is: [CH3:1][C:2]1[CH:7]=[CH:6][CH:5]=[C:4]([CH3:8])[C:3]=1[C:9]1[CH:14]=[CH:13][CH:12]=[C:11]([CH:15]2[CH2:24][C:23]([F:26])([F:25])[C:22]3[C:17](=[CH:18][CH:19]=[C:20]([CH2:27][CH2:28][C:29]([OH:31])=[O:30])[CH:21]=3)[O:16]2)[CH:10]=1.